Dataset: Reaction yield outcomes from USPTO patents with 853,638 reactions. Task: Predict the reaction yield, written as a fraction of the theoretical maximum amount of product (1.0 means a 100% yield; for example, 0.34 means a 34% yield). (1) The reactants are CCCC[N+](CCCC)(CCCC)CCCC.[F-].[CH3:19][O:20][C:21](=[O:78])[C:22]1[CH:27]=[CH:26][C:25]([O:28][CH2:29][CH2:30][C:31]2[C:39]3[C:34](=[CH:35][CH:36]=[C:37]([Cl:40])[CH:38]=3)[N:33]([CH:41]([C:48]3[CH:53]=[CH:52][CH:51]=[CH:50][CH:49]=3)[C:42]3[CH:47]=[CH:46][CH:45]=[CH:44][CH:43]=3)[C:32]=2[CH2:54][CH2:55][O:56][Si](C(C)(C)C)(C2C=CC=CC=2)C2C=CC=CC=2)=[CH:24][C:23]=1[O:74][CH:75]([CH3:77])[CH3:76]. The catalyst is C1COCC1. The product is [CH3:19][O:20][C:21](=[O:78])[C:22]1[CH:27]=[CH:26][C:25]([O:28][CH2:29][CH2:30][C:31]2[C:39]3[C:34](=[CH:35][CH:36]=[C:37]([Cl:40])[CH:38]=3)[N:33]([CH:41]([C:42]3[CH:43]=[CH:44][CH:45]=[CH:46][CH:47]=3)[C:48]3[CH:53]=[CH:52][CH:51]=[CH:50][CH:49]=3)[C:32]=2[CH2:54][CH2:55][OH:56])=[CH:24][C:23]=1[O:74][CH:75]([CH3:76])[CH3:77]. The yield is 0.700. (2) The reactants are [C:1]([CH:6]=P(C1C=CC=CC=1)(C1C=CC=CC=1)C1C=CC=CC=1)([O:3][CH2:4][CH3:5])=[O:2].[CH3:26][C:27]1[N:32]=[CH:31][C:30]([CH2:33][OH:34])=[C:29]([CH:35]=O)[C:28]=1[OH:37].C(N(CC)CC)C. The catalyst is C1COCC1. The product is [CH2:4]([O:3][C:1](=[O:2])[CH:6]=[CH:35][C:29]1[C:30]([CH2:33][OH:34])=[CH:31][N:32]=[C:27]([CH3:26])[C:28]=1[OH:37])[CH3:5]. The yield is 1.00. (3) The reactants are [CH3:1][CH:2]([CH3:18])[CH2:3][C@H:4]([NH:8][C:9](=[O:17])[C:10]1[CH:15]=[CH:14][CH:13]=[C:12]([CH3:16])[CH:11]=1)[C:5]([OH:7])=O.[CH2:19]([CH2:21][NH2:22])[OH:20].C1C=CC2N(O)N=NC=2C=1.CCN=C=NCCCN(C)C. The catalyst is C(Cl)Cl. The product is [OH:20][CH2:19][CH2:21][NH:22][C:5]([C@@H:4]([NH:8][C:9](=[O:17])[C:10]1[CH:15]=[CH:14][CH:13]=[C:12]([CH3:16])[CH:11]=1)[CH2:3][CH:2]([CH3:1])[CH3:18])=[O:7]. The yield is 0.300. (4) The reactants are [Cl:1][C:2]1[CH:3]=[C:4]([NH:9][C:10]([N:12]2[CH2:17][CH2:16][N:15]([CH2:18][C@@H:19]3[O:24][CH2:23][CH2:22][NH:21][CH2:20]3)[CH2:14][CH2:13]2)=[O:11])[CH:5]=[CH:6][C:7]=1[F:8].[CH3:25][C:26](=O)[CH2:27][CH3:28].C(O[BH-](OC(=O)C)OC(=O)C)(=O)C.[Na+].[OH-].[Na+]. The catalyst is C1COCC1.CC(C)[O-].CC(C)[O-].CC(C)[O-].CC(C)[O-].[Ti+4].C(Cl)Cl. The product is [Cl:1][C:2]1[CH:3]=[C:4]([NH:9][C:10]([N:12]2[CH2:17][CH2:16][N:15]([CH2:18][C@H:19]3[O:24][CH2:23][CH2:22][N:21]([C@H:26]([CH3:25])[CH2:27][CH3:28])[CH2:20]3)[CH2:14][CH2:13]2)=[O:11])[CH:5]=[CH:6][C:7]=1[F:8]. The yield is 0.130.